Dataset: Forward reaction prediction with 1.9M reactions from USPTO patents (1976-2016). Task: Predict the product of the given reaction. (1) Given the reactants [C:1](=[O:4])([O-])[O-].[Cs+].[Cs+].[F:7][CH:8]([F:35])[C:9]1[CH:10]=[C:11]([N:15]2[C:20]3[CH2:21][CH2:22][NH:23][C:24](=[O:25])[C:19]=3[CH:18]([C:26]3[CH:33]=[CH:32][C:29]([C:30]#[N:31])=[CH:28][CH:27]=3)[NH:17][C:16]2=O)[CH:12]=[CH:13][CH:14]=1.CI.O, predict the reaction product. The product is: [F:35][CH:8]([F:7])[C:9]1[CH:10]=[C:11]([N:15]2[C:20]3[CH2:21][CH2:22][NH:23][C:24](=[O:25])[C:19]=3[CH:18]([C:26]3[CH:27]=[CH:28][C:29]([C:30]#[N:31])=[CH:32][CH:33]=3)[N:17]([CH3:16])[C:1]2=[O:4])[CH:12]=[CH:13][CH:14]=1. (2) Given the reactants Cl[C:2]1[N:3]=[C:4]([NH:13][C:14]2[CH:19]=[CH:18][C:17]([N:20]3[CH2:25][CH2:24][N:23]([CH3:26])[CH2:22][CH2:21]3)=[CH:16][CH:15]=2)[C:5]([C:10]([NH2:12])=[O:11])=[N:6][C:7]=1[CH2:8][CH3:9].[Br:27][C:28]1[CH:29]=[C:30]([OH:37])[CH:31]=[C:32]([N+:34]([O-:36])=[O:35])[CH:33]=1.C(=O)([O-])[O-].[K+].[K+].CN1CCCC1=O, predict the reaction product. The product is: [Br:27][C:28]1[CH:29]=[C:30]([CH:31]=[C:32]([N+:34]([O-:36])=[O:35])[CH:33]=1)[O:37][C:2]1[N:3]=[C:4]([NH:13][C:14]2[CH:19]=[CH:18][C:17]([N:20]3[CH2:25][CH2:24][N:23]([CH3:26])[CH2:22][CH2:21]3)=[CH:16][CH:15]=2)[C:5]([C:10]([NH2:12])=[O:11])=[N:6][C:7]=1[CH2:8][CH3:9]. (3) The product is: [F:14][C:6]1[CH:5]=[C:4]([N:15]2[C@@H:19]([C:20]3[C:21]([F:34])=[CH:22][C:23]4[NH:27][C:26]([C@@H:28]5[CH2:32][CH2:31][CH2:30][N:29]5[C:81](=[O:80])[C@@H:82]([NH:77][C:86]([O:85][CH3:84])=[O:87])[CH:66]([CH3:67])[CH3:71])=[N:25][C:24]=4[CH:33]=3)[CH2:18][CH2:17][C@@H:16]2[C:35]2[C:36]([F:49])=[CH:37][C:38]3[NH:42][C:41]([C@@H:43]4[CH2:47][CH2:46][CH2:45][N:44]4[C:56](=[O:57])[C@@H:55]([NH:54][C:52](=[O:53])[O:51][CH3:50])[CH:59]([CH3:61])[CH3:60])=[N:40][C:39]=3[CH:48]=2)[CH:3]=[C:2]([F:1])[C:7]=1[N:8]1[CH2:13][CH2:12][CH2:11][CH2:10][CH2:9]1. Given the reactants [F:1][C:2]1[CH:3]=[C:4]([N:15]2[C@@H:19]([C:20]3[C:21]([F:34])=[CH:22][C:23]4[N:27]=[C:26]([C@@H:28]5[CH2:32][CH2:31][CH2:30][NH:29]5)[NH:25][C:24]=4[CH:33]=3)[CH2:18][CH2:17][C@@H:16]2[C:35]2[C:36]([F:49])=[CH:37][C:38]3[N:42]=[C:41]([C@@H:43]4[CH2:47][CH2:46][CH2:45][NH:44]4)[NH:40][C:39]=3[CH:48]=2)[CH:5]=[C:6]([F:14])[C:7]=1[N:8]1[CH2:13][CH2:12][CH2:11][CH2:10][CH2:9]1.[CH3:50][O:51][C:52]([NH:54][C@@H:55]([CH:59]([CH3:61])[CH3:60])[C:56](O)=[O:57])=[O:53].C(Cl)CCl.[CH:66]1[CH:67]=CC2N(O)N=NC=2[CH:71]=1.C[N:77]1[CH2:82][CH2:81][O:80]CC1.C[CH2:84][O:85][C:86](C)=[O:87], predict the reaction product. (4) Given the reactants [N+:1]([C:4]1[CH:21]=[C:20]([O:22][CH2:23][C:24]2[CH:33]=[CH:32][C:31]3[C:26](=[CH:27][CH:28]=[CH:29][CH:30]=3)[N:25]=2)[CH:19]=[CH:18][C:5]=1[NH:6][CH2:7][C:8]1[CH:13]=[CH:12][C:11]([C:14]([F:17])([F:16])[F:15])=[CH:10][CH:9]=1)([O-])=O.CCN(C(C)C)C(C)C, predict the reaction product. The product is: [N:25]1[C:26]2[C:31](=[CH:30][CH:29]=[CH:28][CH:27]=2)[CH:32]=[CH:33][C:24]=1[CH2:23][O:22][C:20]1[CH:21]=[C:4]([NH2:1])[C:5]([NH:6][CH2:7][C:8]2[CH:13]=[CH:12][C:11]([C:14]([F:16])([F:17])[F:15])=[CH:10][CH:9]=2)=[CH:18][CH:19]=1. (5) Given the reactants Cl.[NH2:2][C@H:3]([CH2:8][CH3:9])[C:4](OC)=[O:5].[CH:10]1([C:13](=O)[CH3:14])[CH2:12][CH2:11]1.Cl[CH2:17]Cl.[Cl:19][C:20]1[N:25]=[C:24](Cl)[C:23]([N+:27]([O-])=O)=[CH:22][N:21]=1, predict the reaction product. The product is: [Cl:19][C:20]1[N:25]=[CH:24][C:23]2[N:27]([CH3:17])[C:4](=[O:5])[C@@H:3]([CH2:8][CH3:9])[N:2]([CH:13]([CH:10]3[CH2:12][CH2:11]3)[CH3:14])[C:22]=2[N:21]=1.